From a dataset of Peptide-MHC class I binding affinity with 185,985 pairs from IEDB/IMGT. Regression. Given a peptide amino acid sequence and an MHC pseudo amino acid sequence, predict their binding affinity value. This is MHC class I binding data. The peptide sequence is FKPTKEDF. The MHC is Mamu-A01 with pseudo-sequence Mamu-A01. The binding affinity (normalized) is 0.